From a dataset of Forward reaction prediction with 1.9M reactions from USPTO patents (1976-2016). Predict the product of the given reaction. (1) Given the reactants [Cl:1][C:2]1[C:7]([O:8][CH3:9])=[CH:6][C:5]([O:10][CH3:11])=[C:4]([Cl:12])[C:3]=1[C:13]1[CH:22]=[CH:21][C:20]([C:23](O)=[O:24])=[C:19]2[C:14]=1[CH:15]=[CH:16][CH:17]=[N:18]2.[CH3:26][N:27]1[CH2:32][CH2:31][N:30]([CH2:33][C:34]2[CH:35]=[CH:36][C:37]([NH:40]C(C3C4N=CC=NC=4C(C4C(Cl)=C(OC)C=C(OC)C=4Cl)=CC=3)=O)=[N:38][CH:39]=2)[CH2:29][CH2:28]1, predict the reaction product. The product is: [CH3:26][N:27]1[CH2:32][CH2:31][N:30]([CH2:33][C:34]2[CH:35]=[CH:36][C:37]([NH:40][C:23]([C:20]3[CH:21]=[CH:22][C:13]([C:3]4[C:4]([Cl:12])=[C:5]([O:10][CH3:11])[CH:6]=[C:7]([O:8][CH3:9])[C:2]=4[Cl:1])=[C:14]4[C:19]=3[N:18]=[CH:17][CH:16]=[CH:15]4)=[O:24])=[N:38][CH:39]=2)[CH2:29][CH2:28]1. (2) The product is: [F:11][C:10]1[C:5]([C:5]2[CH:6]=[CH:7][CH:8]=[C:9]([CH:36]=[O:39])[CH:10]=2)=[CH:6][C:7]([CH2:12][NH:13][C:14]([C:16]2[CH:17]=[C:18]([CH2:22][CH:23]3[CH2:28][CH2:27][N:26]([C:29]([O:31][C:32]([CH3:35])([CH3:34])[CH3:33])=[O:30])[CH2:25][CH2:24]3)[CH:19]=[CH:20][CH:21]=2)=[O:15])=[CH:8][CH:9]=1. Given the reactants B(O)O.Br[C:5]1[CH:6]=[C:7]([CH2:12][NH:13][C:14]([C:16]2[CH:17]=[C:18]([CH2:22][CH:23]3[CH2:28][CH2:27][N:26]([C:29]([O:31][C:32]([CH3:35])([CH3:34])[CH3:33])=[O:30])[CH2:25][CH2:24]3)[CH:19]=[CH:20][CH:21]=2)=[O:15])[CH:8]=[CH:9][C:10]=1[F:11].[C:36]([O-:39])([O-])=O.[K+].[K+], predict the reaction product. (3) Given the reactants [OH-:1].[Na+].[Sn:3]([Cl:7])([Cl:6])([Cl:5])[Cl:4].[Cl-:8].[In+3:9].[Cl-].[Cl-], predict the reaction product. The product is: [Sn:3]([Cl:7])([Cl:6])([Cl:5])[Cl:4].[Cl-:8].[In+3:9].[Cl-:4].[Cl-:4].[OH-:1]. (4) Given the reactants [N:1]1([CH2:6][CH2:7][CH2:8][CH2:9][C:10]2[CH:25]=[CH:24][C:13]([O:14][CH2:15][C:16]3[O:17][CH:18]=[C:19]([C:21]([OH:23])=O)[N:20]=3)=[CH:12][CH:11]=2)[CH:5]=[CH:4][N:3]=[N:2]1.[CH3:26][S:27][C:28]1[CH:33]=[CH:32][C:31]([NH2:34])=[CH:30][CH:29]=1, predict the reaction product. The product is: [CH3:26][S:27][C:28]1[CH:33]=[CH:32][C:31]([NH:34][C:21]([C:19]2[N:20]=[C:16]([CH2:15][O:14][C:13]3[CH:12]=[CH:11][C:10]([CH2:9][CH2:8][CH2:7][CH2:6][N:1]4[CH:5]=[CH:4][N:3]=[N:2]4)=[CH:25][CH:24]=3)[O:17][CH:18]=2)=[O:23])=[CH:30][CH:29]=1. (5) Given the reactants Cl[C:2]1[N:10]=[CH:9][C:8]([Cl:11])=[CH:7][C:3]=1[C:4]([OH:6])=[O:5].[OH:12][C:13]1[CH:14]=[C:15]([CH:18]=[CH:19][CH:20]=1)[C:16]#[N:17], predict the reaction product. The product is: [Cl:11][C:8]1[CH:9]=[N:10][C:2]([O:12][C:13]2[CH:20]=[CH:19][CH:18]=[C:15]([C:16]#[N:17])[CH:14]=2)=[C:3]([CH:7]=1)[C:4]([OH:6])=[O:5].